This data is from Reaction yield outcomes from USPTO patents with 853,638 reactions. The task is: Predict the reaction yield, written as a fraction of the theoretical maximum amount of product (1.0 means a 100% yield; for example, 0.34 means a 34% yield). (1) The reactants are Cl.[CH3:2][C:3]1[O:4][C:5]2[C:14]3[CH:13]([CH2:15][CH2:16][NH2:17])[CH2:12][CH2:11][C:10]=3[CH:9]=[CH:8][C:6]=2[N:7]=1.C(N(CC)CC)C.[C:25](Cl)(=[O:32])[C:26]1[CH:31]=[CH:30][CH:29]=[CH:28][CH:27]=1.C(=O)([O-])O.[Na+]. The catalyst is O1CCCC1. The product is [CH3:2][C:3]1[O:4][C:5]2[C:14]3[CH:13]([CH2:15][CH2:16][NH:17][C:25](=[O:32])[C:26]4[CH:31]=[CH:30][CH:29]=[CH:28][CH:27]=4)[CH2:12][CH2:11][C:10]=3[CH:9]=[CH:8][C:6]=2[N:7]=1. The yield is 0.440. (2) The reactants are [Br:1][CH2:2][CH2:3][CH2:4][CH2:5][C:6]([CH3:21])([C:15]1C=CC=CC=1)[CH2:7][O:8][CH:9]1[CH2:14][CH2:13][CH2:12][CH2:11][O:10]1.BrCCCCC(C)(C)CO.O1C=CCCC1. The catalyst is C(Cl)Cl.O.C1(C)C=CC(S(O)(=O)=O)=CC=1. The product is [Br:1][CH2:2][CH2:3][CH2:4][CH2:5][C:6]([CH3:21])([CH3:15])[CH2:7][O:8][CH:9]1[CH2:14][CH2:13][CH2:12][CH2:11][O:10]1. The yield is 0.830. (3) The reactants are [CH3:1][C:2]([C:4]1[CH:9]=[CH:8][C:7]([O:10][CH3:11])=[C:6]([O:12][CH3:13])[CH:5]=1)=[O:3].[Br:14]Br. The catalyst is C(OCC)C.C(Cl)(Cl)Cl. The product is [Br:14][CH2:1][C:2]([C:4]1[CH:9]=[CH:8][C:7]([O:10][CH3:11])=[C:6]([O:12][CH3:13])[CH:5]=1)=[O:3]. The yield is 0.730.